Dataset: Reaction yield outcomes from USPTO patents with 853,638 reactions. Task: Predict the reaction yield, written as a fraction of the theoretical maximum amount of product (1.0 means a 100% yield; for example, 0.34 means a 34% yield). (1) The reactants are [C:1]([C:3]([C:6]1[CH:7]=[C:8]([CH:32]=[CH:33][CH:34]=1)[C:9]([NH:11][C:12]1[CH:17]=[CH:16][C:15]([C:18]([F:21])([F:20])[F:19])=[C:14]([O:22][C:23]2[CH:28]=[CH:27][C:26]([N+:29]([O-])=O)=[CH:25][N:24]=2)[CH:13]=1)=[O:10])([CH3:5])[CH3:4])#[N:2]. The catalyst is CO.[C].[Pd]. The product is [NH2:29][C:26]1[CH:27]=[CH:28][C:23]([O:22][C:14]2[CH:13]=[C:12]([NH:11][C:9](=[O:10])[C:8]3[CH:32]=[CH:33][CH:34]=[C:6]([C:3]([C:1]#[N:2])([CH3:5])[CH3:4])[CH:7]=3)[CH:17]=[CH:16][C:15]=2[C:18]([F:19])([F:20])[F:21])=[N:24][CH:25]=1. The yield is 0.870. (2) The reactants are Cl[C:2]1[N:7]=[C:6]([N:8]2[CH2:13][CH2:12][O:11][CH2:10][CH2:9]2)[N:5]=[C:4]([N:14]2[CH2:19][CH2:18][O:17][CH2:16][CH2:15]2)[N:3]=1.CC1(C)C(C)(C)OB([C:28]2[CH:34]=[CH:33][C:31]([NH2:32])=[CH:30][CH:29]=2)O1.C(=O)([O-])[O-].[Na+].[Na+]. The catalyst is COCCOC.C(OCC)(=O)C.[Pd].C1(P(C2C=CC=CC=2)C2C=CC=CC=2)C=CC=CC=1.C1(P(C2C=CC=CC=2)C2C=CC=CC=2)C=CC=CC=1.C1(P(C2C=CC=CC=2)C2C=CC=CC=2)C=CC=CC=1.C1(P(C2C=CC=CC=2)C2C=CC=CC=2)C=CC=CC=1. The product is [O:17]1[CH2:18][CH2:19][N:14]([C:4]2[N:5]=[C:6]([N:8]3[CH2:13][CH2:12][O:11][CH2:10][CH2:9]3)[N:7]=[C:2]([C:28]3[CH:34]=[CH:33][C:31]([NH2:32])=[CH:30][CH:29]=3)[N:3]=2)[CH2:15][CH2:16]1. The yield is 0.400. (3) The reactants are Cl.[CH3:2][O:3][C:4](=[O:24])[CH2:5][C@H:6]1[CH2:11][CH2:10][C@H:9]([C:12]2[CH:17]=[CH:16][C:15]([NH:18][C:19](=[O:23])[CH2:20][CH2:21][NH2:22])=[CH:14][CH:13]=2)[CH2:8][CH2:7]1.CCN=C=NCCCN(C)C.[F:36][C:37]([F:57])([F:56])[C:38]1[O:42][C:41]([C:43]2[CH:48]=[CH:47][CH:46]=[CH:45][C:44]=2[C:49]([F:52])([F:51])[F:50])=[N:40][C:39]=1[C:53](O)=[O:54].C1C=CC2N(O)N=NC=2C=1.C(N(C(C)C)C(C)C)C.C([O-])(O)=O.[Na+]. The catalyst is ClCCl. The product is [CH3:2][O:3][C:4](=[O:24])[CH2:5][C@H:6]1[CH2:7][CH2:8][C@H:9]([C:12]2[CH:13]=[CH:14][C:15]([NH:18][C:19](=[O:23])[CH2:20][CH2:21][NH:22][C:53]([C:39]3[N:40]=[C:41]([C:43]4[CH:48]=[CH:47][CH:46]=[CH:45][C:44]=4[C:49]([F:51])([F:50])[F:52])[O:42][C:38]=3[C:37]([F:36])([F:56])[F:57])=[O:54])=[CH:16][CH:17]=2)[CH2:10][CH2:11]1. The yield is 0.870.